This data is from Peptide-MHC class II binding affinity with 134,281 pairs from IEDB. The task is: Regression. Given a peptide amino acid sequence and an MHC pseudo amino acid sequence, predict their binding affinity value. This is MHC class II binding data. (1) The peptide sequence is SQDEELSWNLNGLQAY. The MHC is HLA-DQA10101-DQB10501 with pseudo-sequence HLA-DQA10101-DQB10501. The binding affinity (normalized) is 0.536. (2) The peptide sequence is EGPEEHEILNDSGET. The MHC is DRB1_0901 with pseudo-sequence DRB1_0901. The binding affinity (normalized) is 0.